From a dataset of Full USPTO retrosynthesis dataset with 1.9M reactions from patents (1976-2016). Predict the reactants needed to synthesize the given product. (1) Given the product [CH:10]1([O:9][C:5]2[C:4]([F:16])=[CH:3][C:2]([CH:17]=[CH2:18])=[CH:7][C:6]=2[F:8])[CH2:15][CH2:14][CH2:13][CH2:12][CH2:11]1, predict the reactants needed to synthesize it. The reactants are: Br[C:2]1[CH:3]=[C:4]([F:16])[C:5]([O:9][CH:10]2[CH2:15][CH2:14][CH2:13][CH2:12][CH2:11]2)=[C:6]([F:8])[CH:7]=1.[CH:17](B1OB(C=C)OB(C=C)O1)=[CH2:18].C(=O)([O-])[O-].[Na+].[Na+]. (2) The reactants are: [C:1]([C:4]1[CH:5]=[CH:6][C:7]([NH:14][S:15]([CH3:18])(=[O:17])=[O:16])=[C:8]([CH:13]=1)[C:9]([O:11][CH3:12])=[O:10])(=O)[CH3:2].[CH3:19][C:20]([S@:23]([NH2:25])=[O:24])([CH3:22])[CH3:21].[BH4-].[Na+].[CH2:28]1COCC1. Given the product [C:20]([S@:23]([NH:25][C@@H:1]([C:4]1[CH:5]=[CH:6][C:7]([NH:14][S:15]([CH3:18])(=[O:17])=[O:16])=[C:8]([CH:13]=1)[C:9]([O:11][CH2:12][CH3:28])=[O:10])[CH3:2])=[O:24])([CH3:22])([CH3:21])[CH3:19], predict the reactants needed to synthesize it. (3) Given the product [C:1]([O:5][C:6]([N:8]1[CH2:12][CH2:11][C@H:10]([F:30])[C@H:9]1[C:14]([O:16][CH2:17][C:18]1[CH:23]=[CH:22][CH:21]=[CH:20][CH:19]=1)=[O:15])=[O:7])([CH3:4])([CH3:3])[CH3:2], predict the reactants needed to synthesize it. The reactants are: [C:1]([O:5][C:6]([N:8]1[CH2:12][CH2:11][C@@H:10](O)[C@H:9]1[C:14]([O:16][CH2:17][C:18]1[CH:23]=[CH:22][CH:21]=[CH:20][CH:19]=1)=[O:15])=[O:7])([CH3:4])([CH3:3])[CH3:2].CCN(S(F)(F)[F:30])CC. (4) Given the product [CH3:26][C:18]([OH:27])([CH3:17])[CH2:19][C@H:20]1[CH2:25][N:24]([C:5]2[C:4]3[CH:3]=[C:2]([CH3:1])[S:11][C:10]=3[NH:9][C:8]3[CH:12]=[CH:13][CH:14]=[CH:15][C:7]=3[N:6]=2)[CH2:23][CH2:22][NH:21]1, predict the reactants needed to synthesize it. The reactants are: [CH3:1][C:2]1[S:11][C:10]2[NH:9][C:8]3[CH:12]=[CH:13][CH:14]=[CH:15][C:7]=3[NH:6][C:5](=S)[C:4]=2[CH:3]=1.[CH3:17][C:18]([OH:27])([CH3:26])[CH2:19][C@H:20]1[CH2:25][NH:24][CH2:23][CH2:22][NH:21]1. (5) Given the product [Br:1][C:2]1[CH:3]=[C:4]([CH:12]=[C:13]([C:15]([OH:20])([C:22]([F:24])([F:23])[F:21])[C:16]([F:18])([F:19])[F:17])[CH:14]=1)[C:5]([O:7][C:8]([CH3:11])([CH3:9])[CH3:10])=[O:6], predict the reactants needed to synthesize it. The reactants are: [Br:1][C:2]1[CH:3]=[C:4]([CH:12]=[C:13]([C:15](=[O:20])[C:16]([F:19])([F:18])[F:17])[CH:14]=1)[C:5]([O:7][C:8]([CH3:11])([CH3:10])[CH3:9])=[O:6].[F:21][C:22]([Si](C)(C)C)([F:24])[F:23].CCCC[N+](CCCC)(CCCC)CCCC.[F-]. (6) Given the product [N:1]1[CH:6]=[CH:5][CH:4]=[CH:3][C:2]=1[C:7]1[O:8][C:9]2[CH2:14][CH2:13][N:12]([C:17]3[CH:22]=[CH:21][CH:20]=[CH:19][N:18]=3)[CH2:11][C:10]=2[N:15]=1, predict the reactants needed to synthesize it. The reactants are: [N:1]1[CH:6]=[CH:5][CH:4]=[CH:3][C:2]=1[C:7]1[O:8][C:9]2[CH2:14][CH2:13][NH:12][CH2:11][C:10]=2[N:15]=1.Br[C:17]1[CH:22]=[CH:21][CH:20]=[CH:19][N:18]=1.C(O[Na])(C)(C)C. (7) Given the product [Cl:1][CH2:2][CH:3]1[C:11]2[C:10]3[CH:12]=[CH:13][C:14]([N+:16]([O-:18])=[O:17])=[CH:15][C:9]=3[CH:8]=[CH:7][C:6]=2[NH:5][CH2:4]1, predict the reactants needed to synthesize it. The reactants are: [Cl:1][CH2:2][CH:3]1[C:11]2[C:10]3[CH:12]=[CH:13][C:14]([N+:16]([O-:18])=[O:17])=[CH:15][C:9]=3[CH:8]=[CH:7][C:6]=2[N:5](C(=O)C(F)(F)F)[CH2:4]1.C([O-])([O-])=O.[Cs+].[Cs+].CC(O)=O.